This data is from Catalyst prediction with 721,799 reactions and 888 catalyst types from USPTO. The task is: Predict which catalyst facilitates the given reaction. (1) Reactant: [C:1]([C:4]1[CH:5]=[C:6]([CH:17]=[CH:18][C:19]=1O)[O:7][C:8]1[CH:13]=[CH:12][C:11]([N+:14]([O-:16])=[O:15])=[CH:10][CH:9]=1)([OH:3])=[O:2].O[C:22]1C=CC(O)=CC=1C(O)=O.C([O-])([O-])=O.[K+].[K+].S([O:43][CH3:44])(OC)(=O)=O. Product: [CH3:22][O:3][C:1]([C:4]1[CH:5]=[C:6]([CH:17]=[CH:18][C:19]=1[O:43][CH3:44])[O:7][C:8]1[CH:13]=[CH:12][C:11]([N+:14]([O-:16])=[O:15])=[CH:10][CH:9]=1)=[O:2]. The catalyst class is: 21. (2) Reactant: [C:1]([C:5]1[N:10]=[C:9]([N:11]2[CH2:16][CH2:15][N:14]([CH2:17][CH2:18][CH2:19][CH2:20][NH2:21])[CH2:13][CH2:12]2)[CH:8]=[C:7]([C:22]([F:25])([F:24])[F:23])[N:6]=1)([CH3:4])([CH3:3])[CH3:2].C1N=CN([C:31]([N:33]2[CH:37]=N[CH:35]=[CH:34]2)=[O:32])C=1.[Cl:38][C:39]1[CH:44]=[CH:43][C:42]([C:45]2([OH:51])CCNC[CH2:46]2)=[CH:41][CH:40]=1. Product: [C:1]([C:5]1[N:10]=[C:9]([N:11]2[CH2:16][CH2:15][N:14]([CH2:17][CH2:18][CH2:19][CH2:20][NH:21][C:31]([N:33]3[CH2:34][CH2:35][C:45]([C:42]4[CH:43]=[CH:44][C:39]([Cl:38])=[CH:40][CH:41]=4)([OH:51])[CH2:46][CH2:37]3)=[O:32])[CH2:13][CH2:12]2)[CH:8]=[C:7]([C:22]([F:24])([F:25])[F:23])[N:6]=1)([CH3:4])([CH3:2])[CH3:3]. The catalyst class is: 147. (3) Reactant: [NH2:1][C:2]1[N:7]=[CH:6][N:5]=[C:4]2[NH:8][N:9]=[C:10]([C:11]#[N:12])[C:3]=12.C(=O)([O-])[O-].[K+].[K+].Cl[CH2:20][C:21]([O:23][C:24]([CH3:27])([CH3:26])[CH3:25])=[O:22]. Product: [NH2:1][C:2]1[N:7]=[CH:6][N:5]=[C:4]2[N:8]([CH2:20][C:21]([O:23][C:24]([CH3:27])([CH3:26])[CH3:25])=[O:22])[N:9]=[C:10]([C:11]#[N:12])[C:3]=12. The catalyst class is: 3.